Task: Predict the reaction yield, written as a fraction of the theoretical maximum amount of product (1.0 means a 100% yield; for example, 0.34 means a 34% yield).. Dataset: Reaction yield outcomes from USPTO patents with 853,638 reactions (1) The reactants are CN1CCOCC1.[C:8]([O:12][C:13]([N:15]1[CH2:20][CH2:19][CH:18]([C:21]([OH:23])=O)[CH2:17][CH2:16]1)=[O:14])([CH3:11])([CH3:10])[CH3:9].ClC(OCC(C)C)=O.Cl.[NH2:33][CH2:34][C:35]([C:37]1[CH:42]=[CH:41][CH:40]=[C:39]([C:43]([F:46])([F:45])[F:44])[CH:38]=1)=[O:36]. The catalyst is C1COCC1. The product is [O:36]=[C:35]([C:37]1[CH:42]=[CH:41][CH:40]=[C:39]([C:43]([F:44])([F:45])[F:46])[CH:38]=1)[CH2:34][NH:33][C:21]([CH:18]1[CH2:17][CH2:16][N:15]([C:13]([O:12][C:8]([CH3:9])([CH3:10])[CH3:11])=[O:14])[CH2:20][CH2:19]1)=[O:23]. The yield is 0.600. (2) The reactants are C1C=CC=CC=1.C([O-])(=O)C.C([O-])(=O)C.C([O-])(=O)C.C([O-])(=O)C.[Pb+4].C(=O)([O-])[O-].[Ca+2].[OH:29][CH:30]1[CH2:37][CH:36]2[N:38]([C:39]([O:41][C:42]([CH3:45])([CH3:44])[CH3:43])=[O:40])[CH:32]([CH2:33][CH2:34][CH2:35]2)[CH2:31]1.II. No catalyst specified. The product is [CH:34]12[CH2:33][CH:32]3[N:38]([C:39]([O:41][C:42]([CH3:45])([CH3:44])[CH3:43])=[O:40])[CH:36]([CH2:37][CH:30]([CH2:31]3)[O:29]1)[CH2:35]2. The yield is 0.350. (3) The reactants are [F:1][C:2]1[C:3]2[CH:4]=[C:5]3[C:14]4[N:15]=[C:16]([C:19]5[C:20]([N:35]([CH3:40])[S:36]([CH3:39])(=[O:38])=[O:37])=[CH:21][C:22]6[O:26][C:25]([C:27]([OH:29])=O)=[C:24]([C:30](=[O:33])[NH:31][CH3:32])[C:23]=6[CH:34]=5)[CH:17]=[CH:18][C:13]=4[O:12][CH2:11][N:6]3[C:7]=2[CH:8]=[CH:9][CH:10]=1.C1C=CC2N(O)N=[N:47][C:45]=2C=1.CCN=C=NCCCN(C)C.Cl.CN.CCN(CC)CC. The catalyst is CN(C=O)C. The product is [F:1][C:2]1[C:3]2[CH:4]=[C:5]3[C:14]4[N:15]=[C:16]([C:19]5[C:20]([N:35]([CH3:40])[S:36]([CH3:39])(=[O:37])=[O:38])=[CH:21][C:22]6[O:26][C:25]([C:27]([NH:47][CH3:45])=[O:29])=[C:24]([C:30]([NH:31][CH3:32])=[O:33])[C:23]=6[CH:34]=5)[CH:17]=[CH:18][C:13]=4[O:12][CH2:11][N:6]3[C:7]=2[CH:8]=[CH:9][CH:10]=1. The yield is 0.390. (4) The reactants are [Cl:1][C:2]1[CH:3]=[C:4]2[C:8](=[CH:9][C:10]=1[Cl:11])[N:7]([C@@H:12]1[O:26][C@H:25]([CH2:27][O:28]C(C3C=CC(C)=CC=3)=O)[C@@H:14]([O:15]C(C3C=CC(C)=CC=3)=O)[CH2:13]1)[C:6]([Br:38])=[C:5]2[C:39](=[O:41])[CH3:40].C[O-].[Na+].O. The catalyst is CO. The product is [Cl:1][C:2]1[CH:3]=[C:4]2[C:8](=[CH:9][C:10]=1[Cl:11])[N:7]([C@@H:12]1[O:26][C@H:25]([CH2:27][OH:28])[C@@H:14]([OH:15])[CH2:13]1)[C:6]([Br:38])=[C:5]2[C:39](=[O:41])[CH3:40]. The yield is 0.680. (5) The reactants are [CH3:1][O:2][CH2:3][CH2:4][O:5][C:6]1[CH:14]=[C:13]2[C:9]([C:10]([CH:15]([C:21]3[C:22]([CH3:38])=[C:23]([NH:27][C:28](=[O:37])[O:29][CH2:30][C:31]4[CH:36]=[CH:35][CH:34]=[CH:33][CH:32]=4)[CH:24]=[CH:25][CH:26]=3)[CH:16]([N+:18]([O-])=O)[CH3:17])=[CH:11][NH:12]2)=[CH:8][CH:7]=1.C([O-])(=O)C.[NH4+]. The catalyst is CO.O1CCCC1.CCOC(C)=O.[Zn]. The product is [NH2:18][CH:16]([CH3:17])[CH:15]([C:21]1[C:22]([CH3:38])=[C:23]([NH:27][C:28](=[O:37])[O:29][CH2:30][C:31]2[CH:36]=[CH:35][CH:34]=[CH:33][CH:32]=2)[CH:24]=[CH:25][CH:26]=1)[C:10]1[C:9]2[C:13](=[CH:14][C:6]([O:5][CH2:4][CH2:3][O:2][CH3:1])=[CH:7][CH:8]=2)[NH:12][CH:11]=1. The yield is 0.920. (6) The catalyst is [Cu]I.O1CCOCC1. The yield is 0.690. The product is [O:1]1[CH:5]=[CH:4][CH:3]=[C:2]1[C:6]1[C:11]([C:12]2[CH:17]=[CH:16][N:15]=[CH:14][N:13]=2)=[CH:10][N:9]=[C:8]([NH:18][C:20]2[CH:25]=[N:24][C:23]([O:26][CH3:27])=[CH:22][CH:21]=2)[N:7]=1. The reactants are [O:1]1[CH:5]=[CH:4][CH:3]=[C:2]1[C:6]1[C:11]([C:12]2[CH:17]=[CH:16][N:15]=[CH:14][N:13]=2)=[CH:10][N:9]=[C:8]([NH2:18])[N:7]=1.Br[C:20]1[CH:21]=[CH:22][C:23]([O:26][CH3:27])=[N:24][CH:25]=1.C([O-])([O-])=O.[K+].[K+].CNCCNC. (7) The reactants are [Br:1][C:2]1[CH:3]=[CH:4][C:5]2[N:6]([CH2:16][CH2:17][CH2:18][N:19]([C:32]3[CH:37]=[CH:36][CH:35]=[CH:34][CH:33]=3)S(C3C=CC=CC=3[N+]([O-])=O)(=O)=O)[C:7]3[C:12]([C:13]=2[CH:14]=1)=[CH:11][C:10]([Br:15])=[CH:9][CH:8]=3.C(=O)([O-])[O-].[Cs+].[Cs+].C1(S)C=CC=CC=1. The catalyst is C1COCC1. The product is [Br:1][C:2]1[CH:3]=[CH:4][C:5]2[N:6]([CH2:16][CH2:17][CH2:18][NH:19][C:32]3[CH:33]=[CH:34][CH:35]=[CH:36][CH:37]=3)[C:7]3[C:12]([C:13]=2[CH:14]=1)=[CH:11][C:10]([Br:15])=[CH:9][CH:8]=3. The yield is 0.609. (8) The product is [C:20]([NH:19][CH2:18][C@@H:16]1[O:15][C:14](=[O:23])[N:13]([C:10]2[CH:9]=[CH:8][C:7]([C:1]34[CH2:6][CH:5]3[CH2:4][N:3]([C:32]([O:34][CH3:35])=[O:33])[CH2:2]4)=[CH:12][CH:11]=2)[CH2:17]1)(=[O:22])[CH3:21]. The catalyst is C(Cl)Cl. The reactants are [C:1]12([C:7]3[CH:12]=[CH:11][C:10]([N:13]4[CH2:17][C@H:16]([CH2:18][NH:19][C:20](=[O:22])[CH3:21])[O:15][C:14]4=[O:23])=[CH:9][CH:8]=3)[CH2:6][CH:5]1[CH2:4][NH:3][CH2:2]2.C(N(CC)CC)C.Cl[C:32]([O:34][CH3:35])=[O:33]. The yield is 0.740. (9) The reactants are Br[C:2]1[CH:3]=[N:4][C:5]([N:8]([CH3:10])[CH3:9])=[N:6][CH:7]=1.[CH3:11][N:12](C=O)C. The catalyst is C1(C)C=CC=CC=1.[C-]#N.[C-]#N.[Zn+2].C1C=CC([P]([Pd]([P](C2C=CC=CC=2)(C2C=CC=CC=2)C2C=CC=CC=2)([P](C2C=CC=CC=2)(C2C=CC=CC=2)C2C=CC=CC=2)[P](C2C=CC=CC=2)(C2C=CC=CC=2)C2C=CC=CC=2)(C2C=CC=CC=2)C2C=CC=CC=2)=CC=1. The product is [CH3:9][N:8]([CH3:10])[C:5]1[N:4]=[CH:3][C:2]([C:11]#[N:12])=[CH:7][N:6]=1. The yield is 0.530.